Dataset: Full USPTO retrosynthesis dataset with 1.9M reactions from patents (1976-2016). Task: Predict the reactants needed to synthesize the given product. (1) Given the product [CH2:16]=[C:8]([CH2:9][CH2:10][CH2:11][CH2:12][CH3:13])[C:7]([C:3]1[CH:2]=[N:1][CH:6]=[CH:5][CH:4]=1)=[O:14], predict the reactants needed to synthesize it. The reactants are: [N:1]1[CH:6]=[CH:5][CH:4]=[C:3]([C:7](=[O:14])[CH2:8][CH2:9][CH2:10][CH2:11][CH2:12][CH3:13])[CH:2]=1.N1CCCC[CH2:16]1.C(O)(=O)C.C=O. (2) Given the product [Cl:1][C:2]1[N:11]=[C:10]([Cl:12])[CH:9]=[C:8]([CH:13]=[O:14])[C:3]=1[C:4]([O:6][CH3:7])=[O:5], predict the reactants needed to synthesize it. The reactants are: [Cl:1][C:2]1[N:11]=[C:10]([Cl:12])[CH:9]=[C:8]([CH:13](OC)[O:14]C)[C:3]=1[C:4]([O:6][CH3:7])=[O:5].FC(F)(F)C(O)=O. (3) Given the product [O:14]1[CH2:19][CH2:18][CH2:17][CH2:16][CH:15]1[O:1][CH2:2][CH2:3][C:4]1[N:5]=[CH:6][C:7]([C:10]([O:12][CH3:13])=[O:11])=[N:8][CH:9]=1, predict the reactants needed to synthesize it. The reactants are: [OH:1][CH2:2][CH2:3][C:4]1[N:5]=[CH:6][C:7]([C:10]([O:12][CH3:13])=[O:11])=[N:8][CH:9]=1.[O:14]1[CH:19]=[CH:18][CH2:17][CH2:16][CH2:15]1.C1(C)C=CC(S([O-])(=O)=O)=CC=1.[NH+]1C=CC=CC=1.O. (4) Given the product [F:16][C:3]1[CH:4]=[N:5][C:6]2[C:11]([C:2]=1[O:17][C:18]1[CH:19]=[C:20]3[C:25](=[CH:26][CH:27]=1)[C:24]([C:28]([OH:30])=[O:29])=[CH:23][CH:22]=[CH:21]3)=[CH:10][C:9]([O:12][CH3:13])=[C:8]([O:14][CH3:15])[CH:7]=2, predict the reactants needed to synthesize it. The reactants are: Cl[C:2]1[C:11]2[C:6](=[CH:7][C:8]([O:14][CH3:15])=[C:9]([O:12][CH3:13])[CH:10]=2)[N:5]=[CH:4][C:3]=1[F:16].[OH:17][C:18]1[CH:19]=[C:20]2[C:25](=[CH:26][CH:27]=1)[C:24]([C:28]([OH:30])=[O:29])=[CH:23][CH:22]=[CH:21]2.C(P(C(C)(C)C)C1C=CC=CC=1C1C(C(C)C)=CC(C(C)C)=CC=1C(C)C)(C)(C)C.P([O-])([O-])([O-])=O.[K+].[K+].[K+].